From a dataset of Peptide-MHC class I binding affinity with 185,985 pairs from IEDB/IMGT. Regression. Given a peptide amino acid sequence and an MHC pseudo amino acid sequence, predict their binding affinity value. This is MHC class I binding data. (1) The peptide sequence is KRMGVQMQR. The MHC is HLA-A26:02 with pseudo-sequence HLA-A26:02. The binding affinity (normalized) is 0.0847. (2) The peptide sequence is PDVLRSDVY. The MHC is HLA-B44:03 with pseudo-sequence HLA-B44:03. The binding affinity (normalized) is 0. (3) The peptide sequence is QANSDLGTW. The MHC is HLA-B54:01 with pseudo-sequence HLA-B54:01. The binding affinity (normalized) is 0. (4) The peptide sequence is PDLSDGSW. The MHC is Mamu-A11 with pseudo-sequence Mamu-A11. The binding affinity (normalized) is 0.